From a dataset of Reaction yield outcomes from USPTO patents with 853,638 reactions. Predict the reaction yield, written as a fraction of the theoretical maximum amount of product (1.0 means a 100% yield; for example, 0.34 means a 34% yield). (1) The reactants are [C:1]([C:4]1[CH:9]=[CH:8][C:7]([C:10]2[N:14]3[CH:15]=[C:16]([C:19]4[CH:29]=[CH:28][C:22]([C:23]([O:25]CC)=[O:24])=[CH:21][CH:20]=4)[N:17]=[CH:18][C:13]3=[N:12][CH:11]=2)=[CH:6][CH:5]=1)(=[O:3])[NH2:2].O[Li].O. The catalyst is C1COCC1.CO. The product is [C:1]([C:4]1[CH:5]=[CH:6][C:7]([C:10]2[N:14]3[CH:15]=[C:16]([C:19]4[CH:29]=[CH:28][C:22]([C:23]([OH:25])=[O:24])=[CH:21][CH:20]=4)[N:17]=[CH:18][C:13]3=[N:12][CH:11]=2)=[CH:8][CH:9]=1)(=[O:3])[NH2:2]. The yield is 0.930. (2) The reactants are [Cl:1][C:2]1[CH:10]=[CH:9][C:5]([C:6](Cl)=[O:7])=[CH:4][C:3]=1[C:11]1[O:15][N:14]=[C:13]([CH2:16][N:17]2[C:25]3[C:20](=[C:21]([C:28]([F:31])([F:30])[F:29])[C:22]([C:26]#[N:27])=[CH:23][CH:24]=3)[CH:19]=[C:18]2[CH2:32][CH2:33][CH3:34])[N:12]=1.[NH3:35]. The catalyst is CO. The product is [Cl:1][C:2]1[CH:10]=[CH:9][C:5]([C:6]([NH2:35])=[O:7])=[CH:4][C:3]=1[C:11]1[O:15][N:14]=[C:13]([CH2:16][N:17]2[C:25]3[C:20](=[C:21]([C:28]([F:29])([F:30])[F:31])[C:22]([C:26]#[N:27])=[CH:23][CH:24]=3)[CH:19]=[C:18]2[CH2:32][CH2:33][CH3:34])[N:12]=1. The yield is 0.580.